Predict which catalyst facilitates the given reaction. From a dataset of Catalyst prediction with 721,799 reactions and 888 catalyst types from USPTO. (1) Reactant: [Br:1][C:2]1[CH:3]=[C:4]2[C:8](=[CH:9][C:10]=1[NH2:11])[N:7]([C:12]([C:25]1[CH:30]=[CH:29][CH:28]=[CH:27][CH:26]=1)([C:19]1[CH:24]=[CH:23][CH:22]=[CH:21][CH:20]=1)[C:13]1[CH:18]=[CH:17][CH:16]=[CH:15][CH:14]=1)[N:6]=[C:5]2[I:31].CCN(CC)CC.[C:39](Cl)(=[O:41])[CH3:40].O. Product: [Br:1][C:2]1[CH:3]=[C:4]2[C:8](=[CH:9][C:10]=1[NH:11][C:39](=[O:41])[CH3:40])[N:7]([C:12]([C:13]1[CH:18]=[CH:17][CH:16]=[CH:15][CH:14]=1)([C:19]1[CH:24]=[CH:23][CH:22]=[CH:21][CH:20]=1)[C:25]1[CH:26]=[CH:27][CH:28]=[CH:29][CH:30]=1)[N:6]=[C:5]2[I:31]. The catalyst class is: 2. (2) Product: [CH3:24][C:21]1[CH:22]=[CH:23][C:18]([O:17][C:11]2[C:10]3[C:15](=[CH:16][C:7]([O:6][CH2:5][CH2:4][CH2:3][CH2:2][N:14]4[CH2:15][CH2:10][CH2:11][CH2:12][CH:13]4[CH:41]4[CH2:42][CH2:43][NH:44][CH2:45][CH2:46]4)=[C:8]([O:33][CH3:34])[CH:9]=3)[N:14]=[CH:13][CH:12]=2)=[C:19]([C:25]([C:27]2[CH:28]=[CH:29][CH:30]=[CH:31][CH:32]=2)=[O:26])[CH:20]=1. Reactant: Cl[CH2:2][CH2:3][CH2:4][CH2:5][O:6][C:7]1[CH:16]=[C:15]2[C:10]([C:11]([O:17][C:18]3[CH:23]=[CH:22][C:21]([CH3:24])=[CH:20][C:19]=3[C:25]([C:27]3[CH:32]=[CH:31][CH:30]=[CH:29][CH:28]=3)=[O:26])=[CH:12][CH:13]=[N:14]2)=[CH:9][C:8]=1[O:33][CH3:34].[N:44]1([CH:41]2[CH2:46][CH2:45][NH:44][CH2:43][CH2:42]2)[CH2:45][CH2:46][CH2:41][CH2:42][CH2:43]1.C(=O)([O-])[O-].[K+].[K+].O. The catalyst class is: 9.